Dataset: Reaction yield outcomes from USPTO patents with 853,638 reactions. Task: Predict the reaction yield, written as a fraction of the theoretical maximum amount of product (1.0 means a 100% yield; for example, 0.34 means a 34% yield). (1) The catalyst is ClCCCl. The yield is 0.580. The product is [C:14]([O:18][C:19]([N:21]1[CH2:33][CH2:32][N:24]2[C:25]3[CH:26]=[CH:27][CH:28]=[CH:29][C:30]=3[C:31]([C:6](=[O:11])[C:7]([F:8])([F:9])[F:10])=[C:23]2[CH2:22]1)=[O:20])([CH3:17])([CH3:15])[CH3:16]. The reactants are [F:8][C:7]([F:10])([F:9])[C:6](O[C:6](=[O:11])[C:7]([F:10])([F:9])[F:8])=[O:11].[C:14]([O:18][C:19]([N:21]1[CH2:33][CH2:32][N:24]2[C:25]3[CH:26]=[CH:27][CH:28]=[CH:29][C:30]=3[CH:31]=[C:23]2[CH2:22]1)=[O:20])([CH3:17])([CH3:16])[CH3:15].C(N(CC)CC)C. (2) The reactants are [Si]([O:8][C@@H:9]([CH3:34])[C@@H:10]([NH:23][C:24]1[CH:31]=[CH:30][C:27]([C:28]#[N:29])=[C:26]([Cl:32])[C:25]=1[CH3:33])[C:11]1[O:12][C:13]([C:16]2[CH:21]=[CH:20][C:19]([I:22])=[CH:18][CH:17]=2)=[N:14][N:15]=1)(C(C)(C)C)(C)C.CCCC[N+](CCCC)(CCCC)CCCC.[F-]. The catalyst is C1COCC1. The product is [Cl:32][C:26]1[C:25]([CH3:33])=[C:24]([NH:23][C@@H:10]([C:11]2[O:12][C:13]([C:16]3[CH:17]=[CH:18][C:19]([I:22])=[CH:20][CH:21]=3)=[N:14][N:15]=2)[C@@H:9]([OH:8])[CH3:34])[CH:31]=[CH:30][C:27]=1[C:28]#[N:29]. The yield is 0.940.